This data is from Retrosynthesis with 50K atom-mapped reactions and 10 reaction types from USPTO. The task is: Predict the reactants needed to synthesize the given product. (1) Given the product O=C(O)[C@@H](O)Cc1ccc(OCc2ccccc2)cc1, predict the reactants needed to synthesize it. The reactants are: ClCc1ccccc1.O=C(O)[C@@H](O)Cc1ccc(O)cc1. (2) Given the product CCSc1cncc(Br)c1, predict the reactants needed to synthesize it. The reactants are: Brc1cncc(Br)c1.CCS. (3) Given the product Cc1ccccc1[C@H](CC(=O)c1ccc(=O)n(C)c1)c1ccc(Br)cc1, predict the reactants needed to synthesize it. The reactants are: CI.Cc1ccccc1[C@H](CC(=O)c1ccc(=O)[nH]c1)c1ccc(Br)cc1. (4) The reactants are: C1CCNCC1.O=C(O)COc1ccc(Br)nn1. Given the product O=C(COc1ccc(Br)nn1)N1CCCCC1, predict the reactants needed to synthesize it. (5) Given the product CCCOc1c(Br)cc(C(C)(C)C)cc1C(C)(C)C, predict the reactants needed to synthesize it. The reactants are: CC(C)(C)c1cc(Br)c(O)c(C(C)(C)C)c1.CCCI. (6) Given the product Cc1cc(C(O)(C(F)(F)F)C(F)(F)F)cc(C)c1NC(=O)c1cccc(NC(=O)c2ccccc2)c1, predict the reactants needed to synthesize it. The reactants are: Cc1cc(C(O)(C(F)(F)F)C(F)(F)F)cc(C)c1NC(=O)c1cccc(N)c1.O=C(Cl)c1ccccc1. (7) Given the product Cc1ccc(-c2ccc(CCc3nc(-c4ccc5c(c4)CCN(S(C)(=O)=O)C5)no3)cc2)nc1, predict the reactants needed to synthesize it. The reactants are: CC1(C)OB(c2ccc(CCc3nc(-c4ccc5c(c4)CCN(S(C)(=O)=O)C5)no3)cc2)OC1(C)C.Cc1ccc(Br)nc1.